From a dataset of Forward reaction prediction with 1.9M reactions from USPTO patents (1976-2016). Predict the product of the given reaction. Given the reactants Cl[C:2](Cl)([O:4]C(=O)OC(Cl)(Cl)Cl)Cl.[Br:13][C:14]1[N:19]=[CH:18][C:17]([NH2:20])=[CH:16][CH:15]=1.C(N(CC)CC)C.[CH3:28][O:29][C:30]1[CH:36]=[CH:35][CH:34]=[CH:33][C:31]=1[NH2:32], predict the reaction product. The product is: [Br:13][C:14]1[N:19]=[CH:18][C:17]([NH:20][C:2]([NH:32][C:31]2[CH:33]=[CH:34][CH:35]=[CH:36][C:30]=2[O:29][CH3:28])=[O:4])=[CH:16][CH:15]=1.